This data is from Catalyst prediction with 721,799 reactions and 888 catalyst types from USPTO. The task is: Predict which catalyst facilitates the given reaction. (1) Reactant: [CH3:1][O:2][C:3](=[O:14])[CH2:4][CH2:5][C:6]1[CH:11]=[CH:10][C:9]([OH:12])=[CH:8][C:7]=1[CH3:13].[OH:15][C@@H:16]([CH3:30])[CH2:17][CH2:18]OS(C1C=CC(C)=CC=1)(=O)=O.C(=O)([O-])[O-].[Cs+].[Cs+]. Product: [CH3:1][O:2][C:3](=[O:14])[CH2:4][CH2:5][C:6]1[CH:11]=[CH:10][C:9]([O:12][CH2:18][CH2:17][C@@H:16]([OH:15])[CH3:30])=[CH:8][C:7]=1[CH3:13]. The catalyst class is: 3. (2) Reactant: [CH3:1][CH2:2][C@@H:3]([C@H:5]([N:36]([C:38]([C@@H:40]([NH:44][C:45]([C@@H:47]([N:51]([CH3:53])[CH3:52])[CH:48]([CH3:50])[CH3:49])=[O:46])[CH:41]([CH3:43])[CH3:42])=[O:39])[CH3:37])[C@H:6]([O:34][CH3:35])[CH2:7][C:8]([N:10]1[C@H:14]([C@H:15]([O:32][CH3:33])[C@H:16]([C:18]([NH:20][C@H:21]([C:29]([OH:31])=[O:30])[CH2:22][C:23]2[CH:28]=[CH:27][CH:26]=[CH:25][CH:24]=2)=[O:19])[CH3:17])[CH2:13][CH2:12][CH2:11]1)=[O:9])[CH3:4].CN(C(ON1N=NC2C=CC=NC1=2)=[N+](C)C)C.F[P-](F)(F)(F)(F)F.C(N(C(C)C)CC)(C)C.[NH2:87][CH2:88][CH2:89][CH2:90][OH:91]. Product: [CH3:1][CH2:2][C@@H:3]([C@H:5]([N:36]([C:38]([C@@H:40]([NH:44][C:45]([C@@H:47]([N:51]([CH3:53])[CH3:52])[CH:48]([CH3:50])[CH3:49])=[O:46])[CH:41]([CH3:43])[CH3:42])=[O:39])[CH3:37])[C@H:6]([O:34][CH3:35])[CH2:7][C:8]([N:10]1[C@H:14]([C@H:15]([O:32][CH3:33])[C@H:16]([C:18]([NH:20][C@H:21]([C:29]([OH:31])=[O:30])[CH2:22][C:23]2[CH:28]=[CH:27][CH:26]=[CH:25][CH:24]=2)=[O:19])[CH3:17])[CH2:13][CH2:12][CH2:11]1)=[O:9])[CH3:4].[OH:91][CH2:90][CH2:89][CH2:88][NH-:87]. The catalyst class is: 3. (3) Reactant: C(OC([N:8]1[CH2:32][CH2:31][C:11]2([CH2:14][N:13]([C@H:15]3[C:23]4[C:18](=[CH:19][C:20]([C:24]5[CH:29]=[C:28]([CH3:30])[N:27]=[CH:26][N:25]=5)=[CH:21][CH:22]=4)[CH2:17][CH2:16]3)[CH2:12]2)[CH2:10][CH2:9]1)=O)(C)(C)C.[ClH:33]. Product: [ClH:33].[ClH:33].[CH3:30][C:28]1[N:27]=[CH:26][N:25]=[C:24]([C:20]2[CH:19]=[C:18]3[C:23](=[CH:22][CH:21]=2)[CH:15]([N:13]2[CH2:14][C:11]4([CH2:31][CH2:32][NH:8][CH2:9][CH2:10]4)[CH2:12]2)[CH2:16][CH2:17]3)[CH:29]=1. The catalyst class is: 71. (4) Reactant: [Ca:1].O.O.O.O.[N+]([O-])([O-])=[O:7].[Ca+2].[N+]([O-])([O-])=O.[P].[P:16](=[O:20])([OH:19])([OH:18])[OH:17].OO. Product: [P:16]([O-:20])([O-:19])([O-:18])=[O:17].[Ca+2:1].[Ca+2:1].[Ca+2:1].[P:16]([O-:20])([O-:19])([O-:18])=[O:17].[O-2:7].[Ca+2:1]. The catalyst class is: 40. (5) Reactant: [CH3:1][N:2]1[C:10]2[C:5](=[CH:6][CH:7]=[CH:8][CH:9]=2)[CH:4]=[C:3]1[CH:11]=O.C(O[BH-](OC(=O)C)OC(=O)C)(=O)C.[Na+].[NH:27]1[C:31]2[CH:32]=[CH:33][CH:34]=[CH:35][C:30]=2[N:29]=[C:28]1[NH:36][CH2:37][CH:38]1[CH2:43][CH2:42][NH:41][CH2:40][CH2:39]1.CO. Product: [NH:27]1[C:31]2[CH:32]=[CH:33][CH:34]=[CH:35][C:30]=2[N:29]=[C:28]1[NH:36][CH2:37][CH:38]1[CH2:43][CH2:42][N:41]([CH2:11][C:3]2[N:2]([CH3:1])[C:10]3[C:5]([CH:4]=2)=[CH:6][CH:7]=[CH:8][CH:9]=3)[CH2:40][CH2:39]1. The catalyst class is: 875. (6) Reactant: [NH2:1][C:2]1[N:26]=[C:5]2[CH:6]=[CH:7][C:8]([O:10][C:11]3[CH:12]=[C:13]([NH:18][C:19](=[O:25])[O:20][C:21]([CH3:24])([CH3:23])[CH3:22])[CH:14]=[CH:15][C:16]=3[CH3:17])=[CH:9][N:4]2[N:3]=1.[CH:27]1([C:30](Cl)=[O:31])[CH2:29][CH2:28]1. Product: [CH:27]1([C:30]([NH:1][C:2]2[N:26]=[C:5]3[CH:6]=[CH:7][C:8]([O:10][C:11]4[CH:12]=[C:13]([NH:18][C:19](=[O:25])[O:20][C:21]([CH3:23])([CH3:22])[CH3:24])[CH:14]=[CH:15][C:16]=4[CH3:17])=[CH:9][N:4]3[N:3]=2)=[O:31])[CH2:29][CH2:28]1. The catalyst class is: 395. (7) The catalyst class is: 8. Product: [N:29]1[CH:9]=[CH:10][CH:11]=[C:12]([C:15]2[CH:16]=[C:17]([C:22]([O:24][CH2:25][CH3:26])=[O:23])[C:18](=[O:21])[NH:19][N:20]=2)[CH:13]=1. Reactant: C(O[C:9]1C=[CH:13][C:12]([C:15]2[CH:16]=[C:17]([C:22]([O:24][CH2:25][CH3:26])=[O:23])[C:18](=[O:21])[NH:19][N:20]=2)=[CH:11][CH:10]=1)C1C=CC=CC=1.Cl.Cl.[NH2:29]N. (8) Reactant: [Cl:1][C:2]1[CH:7]=[C:6]([Cl:8])[CH:5]=[CH:4][C:3]=1[OH:9].[C:10]([O:15][CH2:16][CH3:17])(=[O:14])[C@H:11]([CH3:13])O.C1(P(C2C=CC=CC=2)C2C=CC=CC=2)C=CC=CC=1.CC(OC(/N=N/C(OC(C)C)=O)=O)C. Product: [Cl:1][C:2]1[CH:7]=[C:6]([Cl:8])[CH:5]=[CH:4][C:3]=1[O:9][C@H:11]([CH3:13])[C:10]([O:15][CH2:16][CH3:17])=[O:14]. The catalyst class is: 1. (9) Reactant: Br[CH2:2][C:3]([C:5]1[CH:14]=[CH:13][CH:12]=[C:11]2[C:6]=1[N:7]=[C:8]([NH:16][CH2:17][C:18]([F:21])([F:20])[F:19])[C:9]([CH3:15])=[N:10]2)=O.[NH:22]1[CH2:27][CH2:26][C:25](=O)[CH2:24][C:23]1=[O:29].CC#[N:32].O.C(O)(C(F)(F)F)=O. Product: [CH3:15][C:9]1[C:8]([NH:16][CH2:17][C:18]([F:21])([F:20])[F:19])=[N:7][C:6]2[C:11](=[CH:12][CH:13]=[CH:14][C:5]=2[C:3]2[NH:32][C:25]3[CH2:26][CH2:27][NH:22][C:23](=[O:29])[C:24]=3[CH:2]=2)[N:10]=1. The catalyst class is: 593.